From a dataset of Forward reaction prediction with 1.9M reactions from USPTO patents (1976-2016). Predict the product of the given reaction. Given the reactants [C:1]([C:3]1[CH:8]=[CH:7][N:6]=[C:5]([C:9]([NH:11][C:12]2[CH:13]=[C:14]3[C:18](=[CH:19][CH:20]=2)[N:17]([CH3:21])[CH:16]=[C:15]3[CH:22]2[CH2:27][CH2:26][CH2:25][N:24](C(OC(C)(C)C)=O)[CH2:23]2)=[O:10])[CH:4]=1)#[N:2].Cl.C([O-])(O)=O.[Na+], predict the reaction product. The product is: [C:1]([C:3]1[CH:8]=[CH:7][N:6]=[C:5]([C:9]([NH:11][C:12]2[CH:13]=[C:14]3[C:18](=[CH:19][CH:20]=2)[N:17]([CH3:21])[CH:16]=[C:15]3[CH:22]2[CH2:27][CH2:26][CH2:25][NH:24][CH2:23]2)=[O:10])[CH:4]=1)#[N:2].